This data is from Forward reaction prediction with 1.9M reactions from USPTO patents (1976-2016). The task is: Predict the product of the given reaction. (1) Given the reactants [Cl:1][C:2]1[C:7]([OH:8])=[C:6]([F:9])[C:5]([CH3:10])=[CH:4][CH:3]=1.[O:11]=[N+:12]=[O:13].F[B-](F)(F)F.CCCCCC, predict the reaction product. The product is: [Cl:1][C:2]1[C:7]([OH:8])=[C:6]([F:9])[C:5]([CH3:10])=[C:4]([N+:12]([O-:13])=[O:11])[CH:3]=1. (2) Given the reactants C(N(CC)[C:4]([C:6]1[CH:15]=[CH:14][C:13]2[C:8](=[CH:9][CH:10]=[CH:11][CH:12]=2)[C:7]=1[C:16]1[CH:25]=[CH:24][C:23]2[C:18](=[CH:19][CH:20]=[CH:21][CH:22]=2)[CH:17]=1)=[O:5])C, predict the reaction product. The product is: [CH:17]1[C:18]2[C:23](=[CH:22][CH:21]=[CH:20][CH:19]=2)[CH:24]=[CH:25][C:16]=1[C:7]1[C:8]2[C:13](=[CH:12][CH:11]=[CH:10][CH:9]=2)[CH:14]=[CH:15][C:6]=1[CH:4]=[O:5]. (3) Given the reactants [CH3:1][C:2]1[C:7]([CH:8]([F:10])[F:9])=[CH:6][CH:5]=[CH:4][C:3]=1[N:11]1[C:15](=[O:16])[N:14]([CH3:17])[N:13]=[N:12]1.N(C1(C#N)CCCCC1)=NC1(C#N)CCCCC1.[Br:36]N1C(=O)CCC1=O.ClC1C=CC=CC=1, predict the reaction product. The product is: [Br:36][CH2:1][C:2]1[C:7]([CH:8]([F:9])[F:10])=[CH:6][CH:5]=[CH:4][C:3]=1[N:11]1[C:15](=[O:16])[N:14]([CH3:17])[N:13]=[N:12]1. (4) Given the reactants BrC1C2C(=CC=C(F)C=2)C(=O)N(C)C=1.CC1(C)C(C)(C)OB(B2OC(C)(C)C(C)(C)O2)O1.FC1C=C2C(=CC=1)C(=O)N(C)C=C2B1OC(C)(C)C(C)(C)O1.ClC1C(OCC2CC2)=CN=C(S(C)(=O)=O)N=1.[CH:71]1([CH2:74][O:75][C:76]2[C:77]([C:86]3[C:95]4[C:90](=[CH:91][CH:92]=[C:93]([F:96])[CH:94]=4)[C:89](=[O:97])[N:88]([CH3:98])[CH:87]=3)=[N:78][C:79](S(C)(=O)=O)=[N:80][CH:81]=2)[CH2:73][CH2:72]1.[CH3:99][S:100]([NH2:103])(=[O:102])=[O:101], predict the reaction product. The product is: [CH:71]1([CH2:74][O:75][C:76]2[C:77]([C:86]3[C:95]4[C:90](=[CH:91][CH:92]=[C:93]([F:96])[CH:94]=4)[C:89](=[O:97])[N:88]([CH3:98])[CH:87]=3)=[N:78][C:79]([NH:103][S:100]([CH3:99])(=[O:102])=[O:101])=[N:80][CH:81]=2)[CH2:72][CH2:73]1. (5) Given the reactants C(OCC)C.[F:6][C:7]([F:20])([C:10]([F:19])([F:18])[C:11]([F:17])([F:16])[C:12]([F:15])([F:14])[F:13])[CH2:8][OH:9].[F:21][C:22]([F:35])([F:34])[S:23](O[S:23]([C:22]([F:35])([F:34])[F:21])(=[O:25])=[O:24])(=[O:25])=[O:24].Cl, predict the reaction product. The product is: [F:21][C:22]([F:35])([F:34])[S:23]([O:9][CH2:8][C:7]([F:20])([F:6])[C:10]([F:18])([F:19])[C:11]([F:16])([F:17])[C:12]([F:14])([F:13])[F:15])(=[O:25])=[O:24]. (6) Given the reactants Cl[CH2:2][C:3]#[N:4].CCN(C(C)C)C(C)C.[NH:14]([C:23]([O:25][C:26]([CH3:29])([CH3:28])[CH3:27])=[O:24])[C@H:15]([C:20]([OH:22])=[O:21])[CH2:16][CH:17]([CH3:19])[CH3:18], predict the reaction product. The product is: [C:26]([O:25][C:23]([NH:14][C@@H:15]([CH2:16][CH:17]([CH3:19])[CH3:18])[C:20]([O:22][CH2:2][C:3]#[N:4])=[O:21])=[O:24])([CH3:27])([CH3:29])[CH3:28]. (7) Given the reactants C(OC([NH:8][CH2:9][C:10]1[CH:11]=[C:12]([C:16]2[N:21]=[C:20]([C:22]([NH:24][C:25]3[CH:30]=[CH:29][CH:28]=[CH:27][C:26]=3[CH2:31][C:32]([O:34]C(C)(C)C)=[O:33])=O)[CH:19]=[C:18](Cl)[CH:17]=2)[CH:13]=[CH:14][CH:15]=1)=O)(C)(C)C.[OH-:40].[K+].[O-:42]P([O-])([O-])=O.[K+].[K+].[K+], predict the reaction product. The product is: [NH2:8][CH2:9][C:10]1[CH:11]=[C:12]([C:16]2[N:21]=[C:20]([C:22]([NH:24][C:25]3[CH:30]=[CH:29][CH:28]=[CH:27][C:26]=3[CH2:31][C:32]([OH:34])=[O:33])=[O:40])[CH:19]=[C:18]([OH:42])[CH:17]=2)[CH:13]=[CH:14][CH:15]=1. (8) Given the reactants [CH2:1]1[C:3]2([CH2:8][N:7]([C:9]3[C:10]4[CH:17]=[CH:16][NH:15][C:11]=4[N:12]=[CH:13][N:14]=3)[CH2:6][CH2:5][NH:4]2)[CH2:2]1.[S:18](N)([NH2:21])(=[O:20])=[O:19], predict the reaction product. The product is: [N:12]1[C:11]2[NH:15][CH:16]=[CH:17][C:10]=2[C:9]([N:7]2[CH2:8][C:3]3([CH2:1][CH2:2]3)[N:4]([S:18]([NH2:21])(=[O:20])=[O:19])[CH2:5][CH2:6]2)=[N:14][CH:13]=1.